Dataset: NCI-60 drug combinations with 297,098 pairs across 59 cell lines. Task: Regression. Given two drug SMILES strings and cell line genomic features, predict the synergy score measuring deviation from expected non-interaction effect. (1) Drug 1: CN(CCCl)CCCl.Cl. Drug 2: C1C(C(OC1N2C=NC(=NC2=O)N)CO)O. Cell line: OVCAR-8. Synergy scores: CSS=15.4, Synergy_ZIP=-2.97, Synergy_Bliss=-1.12, Synergy_Loewe=-6.50, Synergy_HSA=-1.70. (2) Drug 1: CN(C)C1=NC(=NC(=N1)N(C)C)N(C)C. Drug 2: CC(C)NC(=O)C1=CC=C(C=C1)CNNC.Cl. Cell line: K-562. Synergy scores: CSS=-7.32, Synergy_ZIP=0.101, Synergy_Bliss=-9.28, Synergy_Loewe=-21.0, Synergy_HSA=-14.1. (3) Drug 1: CNC(=O)C1=NC=CC(=C1)OC2=CC=C(C=C2)NC(=O)NC3=CC(=C(C=C3)Cl)C(F)(F)F. Drug 2: CN(CCCl)CCCl.Cl. Cell line: RXF 393. Synergy scores: CSS=6.86, Synergy_ZIP=-2.58, Synergy_Bliss=-0.836, Synergy_Loewe=-16.9, Synergy_HSA=-4.17. (4) Drug 1: CNC(=O)C1=CC=CC=C1SC2=CC3=C(C=C2)C(=NN3)C=CC4=CC=CC=N4. Drug 2: CN1CCC(CC1)COC2=C(C=C3C(=C2)N=CN=C3NC4=C(C=C(C=C4)Br)F)OC. Cell line: OVCAR-8. Synergy scores: CSS=-2.93, Synergy_ZIP=-1.38, Synergy_Bliss=-6.44, Synergy_Loewe=-10.7, Synergy_HSA=-7.77.